Dataset: Full USPTO retrosynthesis dataset with 1.9M reactions from patents (1976-2016). Task: Predict the reactants needed to synthesize the given product. (1) The reactants are: [CH3:1][N:2]1[C:6]([C:7](=[O:24])[NH:8][C:9]2[CH:14]=[CH:13][N:12]3[N:15]=[C:16]([N:18]4[CH2:23][CH2:22][O:21][CH2:20][CH2:19]4)[N:17]=[C:11]3[CH:10]=2)=[C:5]([C:25](O)=[O:26])[CH:4]=[N:3]1.C(O)(=O)C(O)=O.[CH2:34]1[C:37]2([CH2:40][NH:39][CH2:38]2)[CH2:36][O:35]1.[CH2:34]1[C:37]2([CH2:40][NH:39][CH2:38]2)[CH2:36][O:35]1. Given the product [N:18]1([C:16]2[N:17]=[C:11]3[CH:10]=[C:9]([NH:8][C:7]([C:6]4[N:2]([CH3:1])[N:3]=[CH:4][C:5]=4[C:25]([N:39]4[CH2:40][C:37]5([CH2:34][O:35][CH2:36]5)[CH2:38]4)=[O:26])=[O:24])[CH:14]=[CH:13][N:12]3[N:15]=2)[CH2:19][CH2:20][O:21][CH2:22][CH2:23]1, predict the reactants needed to synthesize it. (2) The reactants are: [Br:1][C:2]1[CH:3]=[C:4]2[CH:10]=[CH:9][NH:8][C:5]2=[N:6][CH:7]=1.[OH-].[K+].[I:13]N1C(=O)CCC1=O.[O-]S([O-])(=S)=O.[Na+].[Na+]. Given the product [I:13][C:10]1[C:4]2[C:5](=[N:6][CH:7]=[C:2]([Br:1])[CH:3]=2)[NH:8][CH:9]=1, predict the reactants needed to synthesize it. (3) Given the product [NH2:9][C:3]1[N:4]=[CH:5][N:6]=[C:7]([NH:10][CH2:11][CH:12]2[CH2:13][CH2:14][N:15]([C:18]([C:41]3[CH2:46][CH2:45][CH2:44][CH2:43][CH:42]=3)=[O:20])[CH2:16][CH2:17]2)[C:2]=1[C:29]1[CH:30]=[CH:31][C:26]([O:25][C:32]2[CH:37]=[CH:36][CH:35]=[CH:34][CH:33]=2)=[CH:27][CH:28]=1, predict the reactants needed to synthesize it. The reactants are: Cl[C:2]1[C:3]([NH2:9])=[N:4][CH:5]=[N:6][C:7]=1Cl.[NH2:10][CH2:11][CH:12]1[CH2:17][CH2:16][N:15]([C:18]([O:20]C(C)(C)C)=O)[CH2:14][CH2:13]1.[O:25]([C:32]1[CH:37]=[CH:36][C:35](B(O)O)=[CH:34][CH:33]=1)[C:26]1[CH:31]=[CH:30][CH:29]=[CH:28][CH:27]=1.[C:41]1(C(O)=O)[CH2:46][CH2:45][CH2:44][CH2:43][CH:42]=1. (4) The reactants are: [F:1][CH:2]([F:24])[C:3]1[N:14](S(C2C=CC=CC=2)(=O)=O)[C:6]2=[N:7][CH:8]=[CH:9][C:10](B(O)O)=[C:5]2[CH:4]=1.Br[C:26]1[CH:27]=[CH:28][C:29]([S:32]([NH:35][CH:36]2[CH2:41][CH2:40][S:39](=[O:43])(=[O:42])[CH2:38][CH2:37]2)(=[O:34])=[O:33])=[N:30][CH:31]=1.C(=O)(O)[O-].[Na+].CCCC[N+](CCCC)(CCCC)CCCC.[F-]. Given the product [F:24][CH:2]([F:1])[C:3]1[NH:14][C:6]2=[N:7][CH:8]=[CH:9][C:10]([C:26]3[CH:27]=[CH:28][C:29]([S:32]([NH:35][CH:36]4[CH2:41][CH2:40][S:39](=[O:42])(=[O:43])[CH2:38][CH2:37]4)(=[O:33])=[O:34])=[N:30][CH:31]=3)=[C:5]2[CH:4]=1, predict the reactants needed to synthesize it. (5) Given the product [C:46]([O:45][C:43]([C:42]1[CH:50]=[CH:51][C:52]([CH3:53])=[C:40]([C:37]2[CH:38]=[C:39]3[C:31]([C:43]([O:45][CH3:46])=[O:44])=[C:32]([C:54]4[CH:55]=[CH:56][C:57]([F:60])=[CH:58][CH:59]=4)[O:33][C:34]3=[N:35][CH:36]=2)[CH:41]=1)=[O:44])([CH3:48])([CH3:49])[CH3:47], predict the reactants needed to synthesize it. The reactants are: C1(P(C2C=CC=CC=2)CCCP(C2C=CC=CC=2)C2C=CC=CC=2)C=CC=CC=1.Br[C:31]1[C:39]2[C:34](=[N:35][CH:36]=[C:37]([C:40]3[CH:41]=[C:42]([CH:50]=[CH:51][C:52]=3[CH3:53])[C:43]([O:45][C:46]([CH3:49])([CH3:48])[CH3:47])=[O:44])[CH:38]=2)[O:33][C:32]=1[C:54]1[CH:59]=[CH:58][C:57]([F:60])=[CH:56][CH:55]=1. (6) Given the product [C:36]1([S:33]([C:18]([CH:20]2[CH2:32][C:23]3[NH:24][C:25]4[CH:26]=[CH:27][C:28]([Cl:31])=[CH:29][C:30]=4[C:22]=3[CH2:21]2)([F:19])[C:16]2[O:15][N:14]=[C:13]([CH2:12][NH:11][CH2:10][C:5]3[CH:6]=[CH:7][C:8]([CH2:51][OH:52])=[CH:9][CH:4]=3)[N:17]=2)(=[O:35])=[O:34])[CH:41]=[CH:40][CH:39]=[CH:38][CH:37]=1, predict the reactants needed to synthesize it. The reactants are: COC(=O)[C:4]1[CH:9]=[CH:8][CH:7]=[CH:6][C:5]=1[CH2:10][NH:11][CH2:12][C:13]1[N:17]=[C:16]([C:18]([S:33]([C:36]2[CH:41]=[CH:40][CH:39]=[CH:38][CH:37]=2)(=[O:35])=[O:34])([CH:20]2[CH2:32][C:23]3[NH:24][C:25]4[CH:26]=[CH:27][C:28]([Cl:31])=[CH:29][C:30]=4[C:22]=3[CH2:21]2)[F:19])[O:15][N:14]=1.[H-].[Al+3].[Li+].[H-].[H-].[H-].C1C[O:52][CH2:51]C1. (7) Given the product [ClH:20].[CH3:1][C:2]1[C:3]([C:10]2[CH:11]=[N:12][C:13]([C:16]([F:19])([F:17])[F:18])=[CH:14][CH:15]=2)=[CH:4][C:5]([CH2:8][NH2:9])=[N:6][CH:7]=1, predict the reactants needed to synthesize it. The reactants are: [CH3:1][C:2]1[C:3]([C:10]2[CH:11]=[N:12][C:13]([C:16]([F:19])([F:18])[F:17])=[CH:14][CH:15]=2)=[CH:4][C:5]([C:8]#[N:9])=[N:6][CH:7]=1.[ClH:20]. (8) The reactants are: [Cl:1][C:2]1[S:6][C:5]([C:7]([OH:9])=O)=[CH:4][CH:3]=1.CN(C)C=O.S(Cl)([Cl:17])=O. Given the product [Cl:1][C:2]1[S:6][C:5]([C:7]([Cl:17])=[O:9])=[CH:4][CH:3]=1, predict the reactants needed to synthesize it. (9) Given the product [O:1]1[CH:6]([CH2:7][N:8]2[CH2:14][CH2:13][CH2:12][N:11]([C:20]3[CH:29]=[CH:28][CH:27]=[CH:26][C:21]=3[C:22]([O:24][CH3:25])=[O:23])[CH2:10][CH2:9]2)[CH2:5][O:4][C:3]2[CH:15]=[CH:16][CH:17]=[CH:18][C:2]1=2, predict the reactants needed to synthesize it. The reactants are: [O:1]1[CH:6]([CH2:7][N:8]2[CH2:14][CH2:13][CH2:12][NH:11][CH2:10][CH2:9]2)[CH2:5][O:4][C:3]2[CH:15]=[CH:16][CH:17]=[CH:18][C:2]1=2.F[C:20]1[CH:29]=[CH:28][CH:27]=[CH:26][C:21]=1[C:22]([O:24][CH3:25])=[O:23].C([O-])([O-])=O.[K+].[K+].O. (10) The reactants are: CO[C:3]([C:5]1[C:6]([OH:35])=[C:7]2[C:12](=[CH:13][N:14]=1)[N:11]([CH2:15][C:16]1[CH:21]=[CH:20][CH:19]=[CH:18][CH:17]=1)[C:10](=[O:22])[C:9]([C:23]1[CH:28]=[CH:27][C:26]([N:29]3[CH2:34][CH2:33][O:32][CH2:31][CH2:30]3)=[CH:25][CH:24]=1)=[CH:8]2)=[O:4].[NH2:36][CH2:37][CH2:38][C:39]([OH:41])=[O:40].C[O-].[Na+]. Given the product [CH2:15]([N:11]1[C:12]2[C:7](=[C:6]([OH:35])[C:5]([C:3]([NH:36][CH2:37][CH2:38][C:39]([OH:41])=[O:40])=[O:4])=[N:14][CH:13]=2)[CH:8]=[C:9]([C:23]2[CH:24]=[CH:25][C:26]([N:29]3[CH2:30][CH2:31][O:32][CH2:33][CH2:34]3)=[CH:27][CH:28]=2)[C:10]1=[O:22])[C:16]1[CH:21]=[CH:20][CH:19]=[CH:18][CH:17]=1, predict the reactants needed to synthesize it.